This data is from hERG Central: cardiac toxicity at 1µM, 10µM, and general inhibition. The task is: Predict hERG channel inhibition at various concentrations. (1) The molecule is O=C(c1ccc2c3c(cccc13)CC2)C1CCCN(Cc2ccc(OCCO)cc2)C1. Results: hERG_inhib (hERG inhibition (general)): blocker. (2) Results: hERG_inhib (hERG inhibition (general)): blocker. The drug is CCOC(=O)c1cccc(N2C(=O)c3ccccc3S2(=O)=O)c1. (3) The drug is COc1ccc(CN2CCN(Cc3ccccc3C(F)(F)F)CC2)c(OC)c1.O=C(O)C(=O)O. Results: hERG_inhib (hERG inhibition (general)): blocker. (4) Results: hERG_inhib (hERG inhibition (general)): blocker. The molecule is CN1CCN(c2ccccc2NC(=O)C(Cc2ccccc2)n2cccc2)CC1.